Task: Predict the product of the given reaction.. Dataset: Forward reaction prediction with 1.9M reactions from USPTO patents (1976-2016) (1) Given the reactants [CH3:1][C:2]1[CH:10]=[CH:9][C:5]([C:6]([OH:8])=O)=[CH:4][C:3]=1[C:11]1[C:22](=[O:23])[N:21]([CH3:24])[C:14]2[N:15]=[C:16]([S:19][CH3:20])[N:17]=[CH:18][C:13]=2[CH:12]=1.[CH:25]1([NH2:28])[CH2:27][CH2:26]1.CCN=C=NCCCN(C)C, predict the reaction product. The product is: [CH:25]1([NH:28][C:6](=[O:8])[C:5]2[CH:9]=[CH:10][C:2]([CH3:1])=[C:3]([C:11]3[C:22](=[O:23])[N:21]([CH3:24])[C:14]4[N:15]=[C:16]([S:19][CH3:20])[N:17]=[CH:18][C:13]=4[CH:12]=3)[CH:4]=2)[CH2:27][CH2:26]1. (2) Given the reactants [C:1]([O:5][C:6]([NH:8][CH2:9][CH2:10][CH2:11][C@H:12]([NH:17][C:18]([C:20]1[C:21](=[O:35])[N:22]([CH2:26][C:27]2[CH:32]=[C:31]([Br:33])[CH:30]=[C:29]([Br:34])[CH:28]=2)[CH:23]=[CH:24][CH:25]=1)=[O:19])[C:13]([O:15]C)=[O:14])=[O:7])([CH3:4])([CH3:3])[CH3:2].C1COCC1.[OH-].[Na+], predict the reaction product. The product is: [C:1]([O:5][C:6]([NH:8][CH2:9][CH2:10][CH2:11][C@H:12]([NH:17][C:18]([C:20]1[C:21](=[O:35])[N:22]([CH2:26][C:27]2[CH:32]=[C:31]([Br:33])[CH:30]=[C:29]([Br:34])[CH:28]=2)[CH:23]=[CH:24][CH:25]=1)=[O:19])[C:13]([OH:15])=[O:14])=[O:7])([CH3:4])([CH3:2])[CH3:3]. (3) Given the reactants [Cl:1][C:2]1[CH:7]=[CH:6][C:5]([NH:8][C:9]([CH:11]2[CH2:16][N:15]([C:17](=[O:29])[C:18]3[CH:23]=[CH:22][CH:21]=[C:20]([C:24]4[O:25][CH:26]=[CH:27][CH:28]=4)[CH:19]=3)[CH2:14][CH2:13][NH:12]2)=[O:10])=[CH:4][CH:3]=1.C(N(CC)CC)C.[C:37](Cl)(=[O:42])[O:38][CH2:39][CH2:40][CH3:41], predict the reaction product. The product is: [Cl:1][C:2]1[CH:7]=[CH:6][C:5]([NH:8][C:9]([CH:11]2[CH2:16][N:15]([C:17](=[O:29])[C:18]3[CH:23]=[CH:22][CH:21]=[C:20]([C:24]4[O:25][CH:26]=[CH:27][CH:28]=4)[CH:19]=3)[CH2:14][CH2:13][N:12]2[C:37]([O:38][CH2:39][CH2:40][CH3:41])=[O:42])=[O:10])=[CH:4][CH:3]=1. (4) Given the reactants [BH4-].[Na+].[F:3][C:4]1[CH:9]=[CH:8][C:7]([C:10](=[O:32])[CH:11]([CH2:17][C:18]2[CH:31]=[CH:30][C:21]3[O:22][C:23]([F:29])([F:28])[C:24]([F:27])([F:26])[O:25][C:20]=3[CH:19]=2)[C:12]([O:14][CH2:15][CH3:16])=[O:13])=[CH:6][CH:5]=1.Cl.C(=O)([O-])O.[Na+], predict the reaction product. The product is: [F:3][C:4]1[CH:9]=[CH:8][C:7]([CH:10]([OH:32])[CH:11]([CH2:17][C:18]2[CH:31]=[CH:30][C:21]3[O:22][C:23]([F:28])([F:29])[C:24]([F:27])([F:26])[O:25][C:20]=3[CH:19]=2)[C:12]([O:14][CH2:15][CH3:16])=[O:13])=[CH:6][CH:5]=1. (5) Given the reactants [S-:1][C:2]#[N:3].[K+].[N:5]1[N:6]=[C:7]([S:14][C:15]2[CH:21]=[CH:20][C:18]([NH2:19])=[CH:17][CH:16]=2)[N:8]2[CH:13]=[CH:12][CH:11]=[CH:10][C:9]=12.BrBr.C(=O)([O-])[O-].[K+].[K+], predict the reaction product. The product is: [N:5]1[N:6]=[C:7]([S:14][C:15]2[CH:21]=[CH:20][C:18]3[N:19]=[C:2]([NH2:3])[S:1][C:17]=3[CH:16]=2)[N:8]2[CH:13]=[CH:12][CH:11]=[CH:10][C:9]=12. (6) Given the reactants [Cl:1][C:2]1[CH:3]=[C:4]([C:8]2[N:12]=[C:11]([CH2:13][N:14]([CH3:20])[C:15](=[N:18][CH3:19])SC)[O:10][N:9]=2)[CH:5]=[CH:6][CH:7]=1.[C:21]([NH:29][NH2:30])(=O)[C:22]1[CH:27]=[CH:26][N:25]=[CH:24][CH:23]=1, predict the reaction product. The product is: [Cl:1][C:2]1[CH:3]=[C:4]([C:8]2[N:12]=[C:11]([CH2:13][N:14]([CH3:20])[C:15]3[N:18]([CH3:19])[C:21]([C:22]4[CH:27]=[CH:26][N:25]=[CH:24][CH:23]=4)=[N:29][N:30]=3)[O:10][N:9]=2)[CH:5]=[CH:6][CH:7]=1. (7) Given the reactants C([O-])=O.[NH4+].[N+:5]([C:8]1[C:13]([OH:14])=[CH:12][CH:11]=[C:10]([CH3:15])[N:9]=1)([O-])=O.[OH-].[K+].Cl.[C:19](=S)=[S:20], predict the reaction product. The product is: [CH3:15][C:10]1[N:9]=[C:8]2[NH:5][C:19](=[S:20])[O:14][C:13]2=[CH:12][CH:11]=1. (8) Given the reactants [C:1](Cl)(=O)[C:2](Cl)=O.[Br:7][C:8]1[CH:16]=[CH:15][C:11]([C:12]([OH:14])=O)=[C:10]([F:17])[CH:9]=1.[CH3:18][N:19]([CH:21]=O)C, predict the reaction product. The product is: [Br:7][C:8]1[CH:16]=[CH:15][C:11]([C:12]([N:19]2[CH2:21][CH2:2][CH2:1][CH2:18]2)=[O:14])=[C:10]([F:17])[CH:9]=1. (9) Given the reactants Br[C:2]1[CH:16]=[CH:15][C:5]([O:6][C@@H:7]2[CH:12]3[CH2:13][CH2:14][N:9]([CH2:10][CH2:11]3)[CH2:8]2)=[CH:4][CH:3]=1.[CH3:17][N:18]([CH3:28])[C:19]1[CH:24]=[CH:23][C:22](B(O)O)=[CH:21][CH:20]=1, predict the reaction product. The product is: [N:9]12[CH2:14][CH2:13][CH:12]([CH2:11][CH2:10]1)[C@@H:7]([O:6][C:5]1[CH:15]=[CH:16][C:2]([C:22]3[CH:23]=[CH:24][C:19]([N:18]([CH3:28])[CH3:17])=[CH:20][CH:21]=3)=[CH:3][CH:4]=1)[CH2:8]2. (10) Given the reactants [CH:1]1[CH:2]=[C:3]([CH2:6][NH:7][C:8]2[C:13]([C:14]([OH:16])=[O:15])=[CH:12][C:11]([S:17]([NH2:20])(=[O:19])=[O:18])=[C:10]([Cl:21])[CH:9]=2)[O:4][CH:5]=1.Cl[CH2:23][CH2:24][CH2:25][CH2:26][CH2:27][CH2:28][CH2:29][CH3:30].[I-].[Na+].C(N(CC)CC)C, predict the reaction product. The product is: [CH2:23]([O:15][C:14](=[O:16])[C:13]1[CH:12]=[C:11]([S:17]([NH2:20])(=[O:19])=[O:18])[C:10]([Cl:21])=[CH:9][C:8]=1[NH:7][CH2:6][C:3]1[O:4][CH:5]=[CH:1][CH:2]=1)[CH2:24][CH2:25][CH2:26][CH2:27][CH2:28][CH2:29][CH3:30].